From a dataset of Forward reaction prediction with 1.9M reactions from USPTO patents (1976-2016). Predict the product of the given reaction. (1) Given the reactants C(Cl)(=O)C(Cl)=O.CS(C)=O.[OH:11][CH2:12][C@H:13]1[CH2:18][CH2:17][C@H:16]([C:19]([O:21][CH3:22])=[O:20])[CH2:15][CH2:14]1.C(N(CC)CC)C, predict the reaction product. The product is: [CH:12]([C@H:13]1[CH2:14][CH2:15][C@H:16]([C:19]([O:21][CH3:22])=[O:20])[CH2:17][CH2:18]1)=[O:11]. (2) The product is: [F:48][C:49]1[C:50]([OH:58])=[C:51]([CH:54]=[C:55]([F:57])[CH:56]=1)[CH2:52][N:2]([CH3:1])[CH2:3][CH2:4][CH2:5][CH2:6][CH2:7][CH2:8][CH2:9][CH2:10][CH2:11][N:12]1[CH2:13][CH2:14][CH:15]([O:18][C:19](=[O:33])[NH:20][C:21]2[CH:26]=[CH:25][CH:24]=[CH:23][C:22]=2[C:27]2[CH:28]=[CH:29][CH:30]=[CH:31][CH:32]=2)[CH2:16][CH2:17]1. Given the reactants [CH3:1][NH:2][CH2:3][CH2:4][CH2:5][CH2:6][CH2:7][CH2:8][CH2:9][CH2:10][CH2:11][N:12]1[CH2:17][CH2:16][CH:15]([O:18][C:19](=[O:33])[NH:20][C:21]2[CH:26]=[CH:25][CH:24]=[CH:23][C:22]=2[C:27]2[CH:32]=[CH:31][CH:30]=[CH:29][CH:28]=2)[CH2:14][CH2:13]1.C1(N)C(F)=C(F)C(F)=C(N)C=1F.Cl.Cl.[F:48][C:49]1[C:50]([OH:58])=[C:51]([CH:54]=[C:55]([F:57])[CH:56]=1)[CH:52]=O, predict the reaction product.